Dataset: HIV replication inhibition screening data with 41,000+ compounds from the AIDS Antiviral Screen. Task: Binary Classification. Given a drug SMILES string, predict its activity (active/inactive) in a high-throughput screening assay against a specified biological target. (1) The molecule is COc1cc2nncc(Sc3cnnc4ccccc34)c2cc1OC. The result is 0 (inactive). (2) The drug is COC(=O)C1CC(C(=O)OC)c2nc3cc(C)ccc3nc21. The result is 0 (inactive). (3) The drug is COc1cccc(C=C2CCc3ccccc3C2=O)c1. The result is 0 (inactive). (4) The molecule is CCCCCCCCCCC(C)CCCCCCC(=O)O. The result is 0 (inactive). (5) The drug is O=C(O)c1cc(=O)c2cc(C(=O)c3cccs3)c(Cl)c(Cl)c2o1.[NaH]. The result is 0 (inactive). (6) The molecule is Cc1nc2cc(Cl)cc(N)c2nc1C. The result is 0 (inactive). (7) The molecule is COC1CC(OC2CCC3(C=O)C4CCC5(C)C(C6=CC(=O)OC6)CCC5(O)C4CCC3(O)C2)OC(C)C1O. The result is 0 (inactive). (8) The result is 0 (inactive). The compound is OC1CCCC1Sc1ccccc1. (9) The compound is N=C(N)C1CN(CC=O)C(=O)NC1=O. The result is 0 (inactive). (10) The drug is O=C(OCCOCCOC(=O)c1c[nH]cc1-c1ccccc1)c1c[nH]cc1-c1ccccc1. The result is 0 (inactive).